This data is from NCI-60 drug combinations with 297,098 pairs across 59 cell lines. The task is: Regression. Given two drug SMILES strings and cell line genomic features, predict the synergy score measuring deviation from expected non-interaction effect. (1) Drug 1: C1=C(C(=O)NC(=O)N1)N(CCCl)CCCl. Drug 2: COCCOC1=C(C=C2C(=C1)C(=NC=N2)NC3=CC=CC(=C3)C#C)OCCOC.Cl. Cell line: HCT-15. Synergy scores: CSS=22.9, Synergy_ZIP=2.00, Synergy_Bliss=4.88, Synergy_Loewe=3.12, Synergy_HSA=4.20. (2) Drug 1: CCCCCOC(=O)NC1=NC(=O)N(C=C1F)C2C(C(C(O2)C)O)O. Drug 2: C1CCC(C(C1)N)N.C(=O)(C(=O)[O-])[O-].[Pt+4]. Cell line: ACHN. Synergy scores: CSS=25.0, Synergy_ZIP=-0.726, Synergy_Bliss=5.96, Synergy_Loewe=-12.2, Synergy_HSA=-0.597. (3) Drug 1: CN(CC1=CN=C2C(=N1)C(=NC(=N2)N)N)C3=CC=C(C=C3)C(=O)NC(CCC(=O)O)C(=O)O. Drug 2: C1CN(P(=O)(OC1)NCCCl)CCCl. Cell line: IGROV1. Synergy scores: CSS=24.9, Synergy_ZIP=0.843, Synergy_Bliss=1.51, Synergy_Loewe=-58.7, Synergy_HSA=-1.68.